Dataset: Catalyst prediction with 721,799 reactions and 888 catalyst types from USPTO. Task: Predict which catalyst facilitates the given reaction. (1) The catalyst class is: 11. Product: [Cl:1][C:2]1[CH:7]=[CH:6][C:5]([OH:8])=[CH:4][C:3]=1[B:9]1[O:10][C:16]([CH3:18])([CH3:17])[C:13]([CH3:15])([CH3:14])[O:11]1. Reactant: [Cl:1][C:2]1[CH:7]=[CH:6][C:5]([OH:8])=[CH:4][C:3]=1[B:9]([OH:11])[OH:10].O[C:13]([C:16](O)([CH3:18])[CH3:17])([CH3:15])[CH3:14]. (2) Reactant: [NH2:1][C:2]1[CH:7]=[CH:6][C:5]([C:8]2[CH:16]=[CH:15][CH:14]=[C:13]3[C:9]=2[CH2:10][NH:11][C:12]3=[O:17])=[CH:4][CH:3]=1.Cl[C:19]1[O:20][C:21]2[CH:27]=[C:26]([Cl:28])[CH:25]=[CH:24][C:22]=2[N:23]=1. Product: [Cl:28][C:26]1[CH:25]=[CH:24][C:22]2[N:23]=[C:19]([NH:1][C:2]3[CH:3]=[CH:4][C:5]([C:8]4[CH:16]=[CH:15][CH:14]=[C:13]5[C:9]=4[CH2:10][NH:11][C:12]5=[O:17])=[CH:6][CH:7]=3)[O:20][C:21]=2[CH:27]=1. The catalyst class is: 3. (3) Reactant: C([C@@H]([C@H](C(O)=O)O)O)(O)=O.[CH:11]([O:14][C:15]([C@@H:17]([NH:19][P@@:20]([CH2:29][O:30][C@H:31]([CH3:43])[CH2:32][N:33]1[CH:41]=[N:40][C:39]2[C:34]1=[N:35][CH:36]=[N:37][C:38]=2[NH2:42])([O:22][C:23]1[CH:28]=[CH:27][CH:26]=[CH:25][CH:24]=1)=[O:21])[CH3:18])=[O:16])([CH3:13])[CH3:12].N. Product: [CH:11]([O:14][C:15]([C@@H:17]([NH:19][P@@:20]([CH2:29][O:30][C@H:31]([CH3:43])[CH2:32][N:33]1[CH:41]=[N:40][C:39]2[C:34]1=[N:35][CH:36]=[N:37][C:38]=2[NH2:42])([O:22][C:23]1[CH:28]=[CH:27][CH:26]=[CH:25][CH:24]=1)=[O:21])[CH3:18])=[O:16])([CH3:12])[CH3:13]. The catalyst class is: 46. (4) Reactant: C1CCC=CC=1.O.[C:8]([O:12][C:13]([N:15]1[CH2:20][CH2:19][N:18]([C:21]([CH:23]2[CH2:28][CH2:27][CH2:26][CH2:25][N:24]2C(OCC2C=CC=CC=2)=O)=[O:22])[CH2:17][CH2:16]1)=[O:14])([CH3:11])([CH3:10])[CH3:9]. Product: [C:8]([O:12][C:13]([N:15]1[CH2:20][CH2:19][N:18]([C:21]([CH:23]2[CH2:28][CH2:27][CH2:26][CH2:25][NH:24]2)=[O:22])[CH2:17][CH2:16]1)=[O:14])([CH3:11])([CH3:9])[CH3:10]. The catalyst class is: 50. (5) Reactant: [Cl:1][C:2]1[CH:3]=[N:4][CH:5]=[CH:6][C:7]=1[C:8]1[N:13]=[C:12]([N:14]2[CH2:19][CH2:18][CH:17]([NH:20][C:21](=[O:25])[CH:22]([CH3:24])[CH3:23])[CH2:16][CH2:15]2)[CH:11]=[N:10][C:9]=1[C:26]1[CH:31]=[CH:30][C:29]([C:32]([F:35])([F:34])[F:33])=[CH:28][CH:27]=1.CI.[CH3:38]C([O-])(C)C.[K+]. Product: [Cl:1][C:2]1[CH:3]=[N:4][CH:5]=[CH:6][C:7]=1[C:8]1[N:13]=[C:12]([N:14]2[CH2:15][CH2:16][CH:17]([N:20]([CH3:38])[C:21](=[O:25])[CH:22]([CH3:24])[CH3:23])[CH2:18][CH2:19]2)[CH:11]=[N:10][C:9]=1[C:26]1[CH:27]=[CH:28][C:29]([C:32]([F:35])([F:33])[F:34])=[CH:30][CH:31]=1. The catalyst class is: 1.